This data is from Full USPTO retrosynthesis dataset with 1.9M reactions from patents (1976-2016). The task is: Predict the reactants needed to synthesize the given product. (1) Given the product [Cl:1][C:2]1[CH:3]=[C:4]([N:42]2[C:47](=[O:56])[C:48]3[C:49](=[CH:51][CH:52]=[CH:53][CH:54]=3)[NH:50][C:45]2=[O:30])[CH:8]=[C:9]([C:11]([N:13]2[C:22]3[C:17](=[CH:18][CH:19]=[CH:20][CH:21]=3)[CH2:16][CH2:15][CH2:14]2)=[O:12])[CH:10]=1, predict the reactants needed to synthesize it. The reactants are: [Cl:1][C:2]1[CH:3]=[C:4]([CH:8]=[C:9]([C:11]([N:13]2[C:22]3[C:17](=[CH:18][CH:19]=[CH:20][CH:21]=3)[CH2:16][CH2:15][CH2:14]2)=[O:12])[CH:10]=1)C(O)=O.C1(P(N=[N+]=[N-])(C2C=CC=CC=2)=[O:30])C=CC=CC=1.C([N:42]([CH2:45]C)CC)C.[C:47]([O:56]C)(=O)[C:48]1[C:49](=[CH:51][CH:52]=[CH:53][CH:54]=1)[NH2:50]. (2) Given the product [NH:1]1[C:5]2[CH:6]=[CH:7][CH:8]=[CH:9][C:4]=2[N:3]=[C:2]1[C:26]([C:28]1[CH:29]=[CH:30][C:31]([O:32][C:33]2[C:38]([CH:39]3[CH2:40][CH2:41][N:42]([C:45]([O:47][C:48]([CH3:49])([CH3:50])[CH3:51])=[O:46])[CH2:43][CH2:44]3)=[CH:37][CH:36]=[CH:35][N:34]=2)=[CH:52][CH:53]=1)=[O:25], predict the reactants needed to synthesize it. The reactants are: [N:1]1[C:5]2[CH:6]=[CH:7][CH:8]=[CH:9][C:4]=2[NH:3][CH:2]=1.C(OC(C)C)(OC(C)C)OC(C)C.C([O:25][C:26]([C:28]1[CH:53]=[CH:52][C:31]([O:32][C:33]2[C:38]([CH:39]3[CH2:44][CH2:43][N:42]([C:45]([O:47][C:48]([CH3:51])([CH3:50])[CH3:49])=[O:46])[CH2:41][CH2:40]3)=[CH:37][CH:36]=[CH:35][N:34]=2)=[CH:30][CH:29]=1)=O)C.C([N-]C(C)C)(C)C.[Li+]. (3) Given the product [CH2:1]([O:8][C:9]1[C:10]2[N:19]=[C:20]([CH3:21])[N:16]([CH3:17])[C:11]=2[CH:12]=[C:13]([Br:15])[CH:14]=1)[C:2]1[CH:7]=[CH:6][CH:5]=[CH:4][CH:3]=1, predict the reactants needed to synthesize it. The reactants are: [CH2:1]([O:8][C:9]1[CH:14]=[C:13]([Br:15])[CH:12]=[C:11]([N:16](C)[CH3:17])[C:10]=1[NH:19][C:20](=O)[CH3:21])[C:2]1[CH:7]=[CH:6][CH:5]=[CH:4][CH:3]=1. (4) Given the product [Cl-:1].[CH:2]1([C@@H:15]2[CH2:20][CH2:17][NH+:16]2[CH3:18])[C:14]2[N:6]([N:7]=[C:8]3[C:13]=2[CH:12]=[CH:11][CH:10]=[CH:9]3)[CH2:5][CH2:4][O:3]1, predict the reactants needed to synthesize it. The reactants are: [Cl-:1].[C@H:2]1([CH2:15][NH+:16]([CH3:18])[CH3:17])[C:14]2[N:6]([N:7]=[C:8]3[C:13]=2[CH:12]=[CH:11][CH:10]=[CH:9]3)[CH2:5][CH2:4][O:3]1.[Cl-].[CH:20]1([C@@H]2CC[NH2+]2)C2N(N=C3C=2C=CC=C3)CCO1.